From a dataset of Experimentally validated miRNA-target interactions with 360,000+ pairs, plus equal number of negative samples. Binary Classification. Given a miRNA mature sequence and a target amino acid sequence, predict their likelihood of interaction. The miRNA is hsa-miR-641 with sequence AAAGACAUAGGAUAGAGUCACCUC. The protein sequence of the target gene is MAAELRMILYEDDSVQVQYVDGSTLQLSPCGTEFLFEKSPPVSAHPLEQPERIRQRTHFVISTYREQLQRALDFRNSSATCPFLSETIIPSERKKHIFIDITEVRWPSLDTDGTMIYMESGIVKITSLDGHAYLCLPRSQHEFTVHFLCKVSQKSDSSAVLSETNNKAPKDKLVEKTGKICIRGNLPGQRLKNKENEFHCQIMKSKETLKKMSCVNGTEGREELPSPGTKHTCVYTWVKQCWSVAACPEEWKYPLSLALHFHNKISNMSKIDAHITQSRFLTSDISEERGKVVSVLPRAL.... Result: 0 (no interaction).